This data is from Reaction yield outcomes from USPTO patents with 853,638 reactions. The task is: Predict the reaction yield, written as a fraction of the theoretical maximum amount of product (1.0 means a 100% yield; for example, 0.34 means a 34% yield). (1) The reactants are [Cl:1][C:2]1[CH:3]=[C:4]2[C:10]([CH:11]([C:13]3[N:14]([CH2:27][CH3:28])[N:15]=[C:16]([NH:18][CH2:19][C:20]4[CH:25]=[CH:24][C:23]([F:26])=[CH:22][CH:21]=4)[CH:17]=3)O)=[CH:9][NH:8][C:5]2=[N:6][CH:7]=1.C([SiH](CC)CC)C.FC(F)(F)C(O)=O. The catalyst is C(#N)C. The product is [Cl:1][C:2]1[CH:3]=[C:4]2[C:10]([CH2:11][C:13]3[N:14]([CH2:27][CH3:28])[N:15]=[C:16]([NH:18][CH2:19][C:20]4[CH:21]=[CH:22][C:23]([F:26])=[CH:24][CH:25]=4)[CH:17]=3)=[CH:9][NH:8][C:5]2=[N:6][CH:7]=1. The yield is 0.220. (2) The reactants are [Cl:1][C:2]1[CH:3]=[C:4]([CH:6]=[CH:7][CH:8]=1)[NH2:5].Cl.[N:10]([O-])=O.[Na+].C([O-])(=O)C.[Na+].[Cl:19][CH:20]([S:24]([CH3:27])(=[O:26])=[O:25])C(=O)C. The catalyst is O.CC(C)=O.C(O)(=O)C. The product is [Cl:1][C:2]1[CH:3]=[C:4]([NH:5][N:10]=[C:20]([Cl:19])[S:24]([CH3:27])(=[O:26])=[O:25])[CH:6]=[CH:7][CH:8]=1. The yield is 0.810. (3) The reactants are CO.[NH2:3][C:4]1[N:9]=[C:8]([NH:10][C:11]2[CH:16]=[CH:15][C:14]([C:17]#[N:18])=[CH:13][CH:12]=2)[N:7]=[C:6]([CH2:19][C:20]2[C:28]([Cl:29])=[CH:27][CH:26]=[C:25]3[C:21]=2[CH:22]=[CH:23][N:24]3S(C2C=CC(C)=CC=2)(=O)=O)[N:5]=1.C([O-])([O-])=O.[K+].[K+]. The catalyst is O. The product is [NH2:3][C:4]1[N:5]=[C:6]([CH2:19][C:20]2[C:28]([Cl:29])=[CH:27][CH:26]=[C:25]3[C:21]=2[CH:22]=[CH:23][NH:24]3)[N:7]=[C:8]([NH:10][C:11]2[CH:16]=[CH:15][C:14]([C:17]#[N:18])=[CH:13][CH:12]=2)[N:9]=1. The yield is 0.450.